This data is from Retrosynthesis with 50K atom-mapped reactions and 10 reaction types from USPTO. The task is: Predict the reactants needed to synthesize the given product. The reactants are: CC(C)(C)OC(=O)N1CCO[C@H](Cc2cc(Br)ccc2O)C1. Given the product Oc1ccc(Br)cc1C[C@@H]1CNCCO1, predict the reactants needed to synthesize it.